Dataset: Forward reaction prediction with 1.9M reactions from USPTO patents (1976-2016). Task: Predict the product of the given reaction. Given the reactants [C:1]([OH:8])(=[O:7])[CH2:2][CH2:3][C:4]([CH3:6])=[O:5].C1(N=C=NC2CCCCC2)CCCCC1.[Si:24]([O:31][CH2:32][C@H:33]1[O:37][C@@H:36]([N:38]2[CH:66]=[CH:65][C:42]([NH:43][C:44]([C:59]3[CH:64]=[CH:63][CH:62]=[CH:61][CH:60]=3)([C:53]3[CH:58]=[CH:57][CH:56]=[CH:55][CH:54]=3)[C:45]3[CH:50]=[CH:49][C:48]([O:51][CH3:52])=[CH:47][CH:46]=3)=[N:41][C:39]2=[O:40])[C@H:35]([O:67][CH3:68])[C@@H:34]1O)([C:27]([CH3:30])([CH3:29])[CH3:28])([CH3:26])[CH3:25], predict the reaction product. The product is: [Si:24]([O:31][CH2:32][C@H:33]1[O:37][C@@H:36]([N:38]2[CH:66]=[CH:65][C:42]([NH:43][C:44]([C:59]3[CH:60]=[CH:61][CH:62]=[CH:63][CH:64]=3)([C:53]3[CH:54]=[CH:55][CH:56]=[CH:57][CH:58]=3)[C:45]3[CH:50]=[CH:49][C:48]([O:51][CH3:52])=[CH:47][CH:46]=3)=[N:41][C:39]2=[O:40])[C@H:35]([O:67][CH3:68])[C@@H:34]1[O:7][C:1](=[O:8])[CH2:2][CH2:3][C:4]([CH3:6])=[O:5])([C:27]([CH3:30])([CH3:29])[CH3:28])([CH3:25])[CH3:26].